Dataset: Forward reaction prediction with 1.9M reactions from USPTO patents (1976-2016). Task: Predict the product of the given reaction. (1) Given the reactants Br[C:2]1[CH:7]=[C:6]([CH3:8])[CH:5]=[CH:4][C:3]=1[Cl:9].[C:10]1(B(O)O)[CH:15]=[CH:14][CH:13]=[CH:12][CH:11]=1.C([O-])([O-])=O.[Na+].[Na+], predict the reaction product. The product is: [Cl:9][C:3]1[CH:4]=[CH:5][C:6]([CH3:8])=[CH:7][C:2]=1[C:10]1[CH:15]=[CH:14][CH:13]=[CH:12][CH:11]=1. (2) The product is: [OH:22][CH2:21][CH2:20][O:1][C:2]1[CH:19]=[CH:18][C:5](/[CH:6]=[C:7]2\[O:8][C:9]3[CH:16]=[CH:15][C:14]([I:17])=[CH:13][C:10]=3[C:11]\2=[O:12])=[CH:4][CH:3]=1. Given the reactants [OH:1][C:2]1[CH:19]=[CH:18][C:5](/[CH:6]=[C:7]2\[O:8][C:9]3[CH:16]=[CH:15][C:14]([I:17])=[CH:13][C:10]=3[C:11]\2=[O:12])=[CH:4][CH:3]=1.[CH2:20](Cl)[CH2:21][OH:22].C(=O)([O-])[O-].[K+].[K+], predict the reaction product. (3) The product is: [Cl:10][C:11]1[CH:16]=[CH:15][CH:14]=[CH:13][C:12]=1[N:17]1[C:25]2[C:20](=[CH:21][CH:22]=[CH:23][CH:24]=2)[C:19]([NH2:5])=[N:18]1. Given the reactants IC1C=CC=CC=1C#[N:5].[Cl:10][C:11]1[CH:16]=[CH:15][CH:14]=[CH:13][C:12]=1[NH:17][NH:18][C:19](=O)[C:20]1[CH:25]=[CH:24][CH:23]=[CH:22][CH:21]=1.C(=O)([O-])[O-].[K+].[K+].O[C@H]1CN[C@H](C(O)=O)C1, predict the reaction product. (4) Given the reactants [NH2:1][C:2]1[C:7]([F:8])=[C:6]([C:9]2[CH:14]=[CH:13][C:12]([Cl:15])=[C:11]([F:16])[CH:10]=2)[N:5]=[C:4]([C:17]([O:19][CH3:20])=[O:18])[CH:3]=1.[I:21](O)(=O)(=O)=O.II, predict the reaction product. The product is: [NH2:1][C:2]1[C:7]([F:8])=[C:6]([C:9]2[CH:14]=[CH:13][C:12]([Cl:15])=[C:11]([F:16])[CH:10]=2)[N:5]=[C:4]([C:17]([O:19][CH3:20])=[O:18])[C:3]=1[I:21].